This data is from Forward reaction prediction with 1.9M reactions from USPTO patents (1976-2016). The task is: Predict the product of the given reaction. (1) Given the reactants [C:1]1([C:7]2[N:8]=[C:9]([NH2:18])[S:10][C:11]=2[C:12]#[C:13][Si](C)(C)C)[CH:6]=[CH:5][CH:4]=[CH:3][CH:2]=1.C([O-])([O-])=O.[K+].[K+], predict the reaction product. The product is: [C:12]([C:11]1[S:10][C:9]([NH2:18])=[N:8][C:7]=1[C:1]1[CH:6]=[CH:5][CH:4]=[CH:3][CH:2]=1)#[CH:13]. (2) Given the reactants Br[C:2]1[C:11]2[C:6](=[CH:7][CH:8]=[C:9]([O:12][CH3:13])[CH:10]=2)[C:5](=[O:14])[N:4]([C:15]2[CH:20]=[CH:19][C:18]([O:21][CH3:22])=[CH:17][CH:16]=2)[CH:3]=1.C(=O)([O-])[O-].[K+].[K+].[C:29]1(B(O)O)[CH:34]=[CH:33][CH:32]=[CH:31][CH:30]=1, predict the reaction product. The product is: [CH3:13][O:12][C:9]1[CH:10]=[C:11]2[C:6](=[CH:7][CH:8]=1)[C:5](=[O:14])[N:4]([C:15]1[CH:20]=[CH:19][C:18]([O:21][CH3:22])=[CH:17][CH:16]=1)[CH:3]=[C:2]2[C:29]1[CH:34]=[CH:33][CH:32]=[CH:31][CH:30]=1. (3) Given the reactants [NH4+:1].[OH-].[Cl:3][C:4]1[CH:9]=[C:8]([C:10]([CH3:15])([C:12](=[O:14])[CH3:13])[CH3:11])[CH:7]=[CH:6][C:5]=1[S:16](Cl)(=[O:18])=[O:17], predict the reaction product. The product is: [Cl:3][C:4]1[CH:9]=[C:8]([C:10]([CH3:15])([C:12](=[O:14])[CH3:13])[CH3:11])[CH:7]=[CH:6][C:5]=1[S:16]([NH2:1])(=[O:18])=[O:17]. (4) Given the reactants [C:1]([O:5][C:6]([N:8]1[C:16]2[C:11](=[CH:12][CH:13]=[CH:14][CH:15]=2)[CH:10]=[C:9]1[C:17]1[C:18](=[O:34])[N:19]([CH2:26][O:27][CH2:28][CH2:29][Si:30]([CH3:33])([CH3:32])[CH3:31])[CH:20]=[C:21]([C:23]([OH:25])=O)[CH:22]=1)=[O:7])([CH3:4])([CH3:3])[CH3:2].[NH:35]1[CH:39]=[C:38]([NH2:40])[CH:37]=[N:36]1.O.ON1C2C=CC=CC=2N=N1.C(N(CC)C(C)C)(C)C.Cl.CN(C)CCCN=C=NCC, predict the reaction product. The product is: [C:1]([O:5][C:6]([N:8]1[C:16]2[C:11](=[CH:12][CH:13]=[CH:14][CH:15]=2)[CH:10]=[C:9]1[C:17]1[C:18](=[O:34])[N:19]([CH2:26][O:27][CH2:28][CH2:29][Si:30]([CH3:31])([CH3:33])[CH3:32])[CH:20]=[C:21]([C:23](=[O:25])[NH:40][C:38]2[CH:39]=[N:35][NH:36][CH:37]=2)[CH:22]=1)=[O:7])([CH3:2])([CH3:3])[CH3:4]. (5) Given the reactants [Cl:1][C:2]1[N:7]=[C:6]([NH:8][C:9]2[CH:14]=[CH:13][CH:12]=[CH:11][CH:10]=2)[CH:5]=[CH:4][N:3]=1.C1(P(C2C=CC=CC=2)C2C=CC=CC=2)C=CC=CC=1.[CH:34]1([CH2:40][CH2:41]O)[CH2:39][CH2:38][CH2:37][CH2:36][CH2:35]1.CCOC(/N=N/C(OCC)=O)=O, predict the reaction product. The product is: [Cl:1][C:2]1[N:7]=[C:6]([N:8]([CH2:41][CH2:40][CH:34]2[CH2:39][CH2:38][CH2:37][CH2:36][CH2:35]2)[C:9]2[CH:14]=[CH:13][CH:12]=[CH:11][CH:10]=2)[CH:5]=[CH:4][N:3]=1. (6) Given the reactants [NH2:1][C:2]1[C:3]([Cl:17])=[N:4][C:5]2[C:10]([C:11]=1[NH:12][CH2:13][CH2:14][CH2:15][CH3:16])=[CH:9][CH:8]=[CH:7][CH:6]=2.[CH3:18][O:19][CH2:20][CH2:21][C:22](Cl)=[O:23], predict the reaction product. The product is: [CH2:13]([NH:12][C:11]1[C:10]2[C:5](=[CH:6][CH:7]=[CH:8][CH:9]=2)[N:4]=[C:3]([Cl:17])[C:2]=1[NH:1][C:22](=[O:23])[CH2:21][CH2:20][O:19][CH3:18])[CH2:14][CH2:15][CH3:16]. (7) Given the reactants FC(F)(F)S(O[C:7]1[N:11]([CH3:12])[N:10]=[C:9]([CH3:13])[C:8]=1[CH3:14])(=O)=O.[CH3:17][N:18]([CH3:37])[CH:19]1[C:27]2[C:22](=[CH:23][CH:24]=[C:25](B3OC(C)(C)C(C)(C)O3)[CH:26]=2)[CH2:21][CH2:20]1.Cl, predict the reaction product. The product is: [CH3:17][N:18]([CH3:37])[CH:19]1[C:27]2[C:22](=[CH:23][CH:24]=[C:25]([C:7]3[N:11]([CH3:12])[N:10]=[C:9]([CH3:13])[C:8]=3[CH3:14])[CH:26]=2)[CH2:21][CH2:20]1. (8) The product is: [Br:1][C:2]1[C:7]([C:8]2[CH:13]=[CH:12][C:11]([F:14])=[CH:10][C:9]=2[F:15])=[C:6]([F:16])[C:5]([O:17][CH2:21][CH3:22])=[C:4]([CH:18]=[O:19])[CH:3]=1. Given the reactants [Br:1][C:2]1[C:7]([C:8]2[CH:13]=[CH:12][C:11]([F:14])=[CH:10][C:9]=2[F:15])=[C:6]([F:16])[C:5]([OH:17])=[C:4]([CH:18]=[O:19])[CH:3]=1.I[CH2:21][CH3:22], predict the reaction product.